Dataset: Reaction yield outcomes from USPTO patents with 853,638 reactions. Task: Predict the reaction yield, written as a fraction of the theoretical maximum amount of product (1.0 means a 100% yield; for example, 0.34 means a 34% yield). (1) The reactants are [F:1][C:2]1[CH:24]=[C:23]([F:25])[CH:22]=[CH:21][C:3]=1[CH2:4][N:5]1[C:9]([CH2:10][CH2:11][C:12]([O:14]CC)=[O:13])=[CH:8][C:7]([O:17][CH:18]([CH3:20])[CH3:19])=[N:6]1.[OH-].[Na+].O1CCCC1.Cl. The catalyst is C(O)C. The product is [F:1][C:2]1[CH:24]=[C:23]([F:25])[CH:22]=[CH:21][C:3]=1[CH2:4][N:5]1[C:9]([CH2:10][CH2:11][C:12]([OH:14])=[O:13])=[CH:8][C:7]([O:17][CH:18]([CH3:19])[CH3:20])=[N:6]1. The yield is 0.950. (2) The reactants are Br[C:2]1[CH:7]=[CH:6][CH:5]=[CH:4][C:3]=1[C:8]1[CH:13]=[CH:12][CH:11]=[CH:10][CH:9]=1.[Li]CCCC.[CH:19]1[C:31]2[C:30](=O)[C:29]3[C:24](=[CH:25][CH:26]=[CH:27][CH:28]=3)[C:23]=2[CH:22]=[CH:21][CH:20]=1.O. The catalyst is C1COCC1. The product is [CH:7]1[C:2]2[C:30]3([C:31]4[CH:19]=[CH:20][CH:21]=[CH:22][C:23]=4[C:24]4[C:29]3=[CH:28][CH:27]=[CH:26][CH:25]=4)[C:13]3[C:8](=[CH:9][CH:10]=[CH:11][CH:12]=3)[C:3]=2[CH:4]=[CH:5][CH:6]=1. The yield is 0.410. (3) The reactants are [F:1][C:2]1[CH:28]=[N:27][C:26]2[C:4](=[N:5][N:6]3[C:11]([CH:12]4[CH2:17][CH2:16][N:15](C(OC(C)(C)C)=O)[CH2:14][CH2:13]4)=[CH:10][C:9](=[O:25])[NH:8][C:7]3=2)[CH:3]=1.[ClH:29]. The catalyst is CO.O1CCOCC1. The product is [ClH:29].[F:1][C:2]1[CH:28]=[N:27][C:26]2[C:4](=[N:5][N:6]3[C:11]([CH:12]4[CH2:17][CH2:16][NH:15][CH2:14][CH2:13]4)=[CH:10][C:9](=[O:25])[NH:8][C:7]3=2)[CH:3]=1. The yield is 0.820.